Dataset: Reaction yield outcomes from USPTO patents with 853,638 reactions. Task: Predict the reaction yield, written as a fraction of the theoretical maximum amount of product (1.0 means a 100% yield; for example, 0.34 means a 34% yield). (1) The yield is 0.420. The reactants are [CH:1]([N:3]([CH2:12][C@@H:13]([CH2:17][CH2:18][CH2:19][CH2:20][CH3:21])[C:14](O)=[O:15])[O:4][CH2:5][C:6]1[CH:11]=[CH:10][CH:9]=[CH:8][CH:7]=1)=[O:2].C(OC(NC[C@@H](CCCCC)C(O)=O)=O)C1C=CC=CC=1.N1C=CC=CC=1.[F:49]C1N=C(F)N=C(F)N=1. The catalyst is ClCCl. The product is [CH:1]([N:3]([CH2:12][C@@H:13]([CH2:17][CH2:18][CH2:19][CH2:20][CH3:21])[C:14]([F:49])=[O:15])[O:4][CH2:5][C:6]1[CH:11]=[CH:10][CH:9]=[CH:8][CH:7]=1)=[O:2]. (2) The reactants are [N:1]([C@H:4]1[C@H:8](O)[CH2:7][N:6]([C:10]([O:12][C:13]([CH3:16])([CH3:15])[CH3:14])=[O:11])[CH2:5]1)=[N+:2]=[N-:3].CCN(S(F)(F)[F:23])CC.C([O-])([O-])=O.[Na+].[Na+]. The catalyst is C(Cl)Cl. The product is [N:1]([C@H:4]1[C@H:8]([F:23])[CH2:7][N:6]([C:10]([O:12][C:13]([CH3:16])([CH3:15])[CH3:14])=[O:11])[CH2:5]1)=[N+:2]=[N-:3]. The yield is 0.480. (3) The reactants are [Cl:1][C:2]1[CH:12]=[CH:11][C:5]2[NH:6][C:7](=[O:10])[CH2:8][O:9][C:4]=2[CH:3]=1.C([O-])([O-])=O.[Cs+].[Cs+].[Cl:19][CH2:20][CH2:21][CH2:22]I. The catalyst is CCCCCCC.CCOC(C)=O. The product is [Cl:1][C:2]1[CH:12]=[CH:11][C:5]2[N:6]([CH2:22][CH2:21][CH2:20][Cl:19])[C:7](=[O:10])[CH2:8][O:9][C:4]=2[CH:3]=1. The yield is 0.790. (4) The reactants are [CH3:1][S:2]([NH2:5])(=[O:4])=[O:3].[H-].[Na+].CS(N)(=O)=O.[Na].[CH3:14][O:15][C:16](=[O:29])[C:17]1[CH:22]=[C:21]([N:23]([CH3:27])[CH2:24][CH2:25][CH3:26])[N:20]=[C:19](Cl)[CH:18]=1.C1(C2C=CC=CC=2)C=CC=CC=1P(C(C)(C)C)C(C)(C)C. The catalyst is C1COCC1.C1(C)C=CC=CC=1.C1C=CC(/C=C/C(/C=C/C2C=CC=CC=2)=O)=CC=1.C1C=CC(/C=C/C(/C=C/C2C=CC=CC=2)=O)=CC=1.C1C=CC(/C=C/C(/C=C/C2C=CC=CC=2)=O)=CC=1.[Pd].[Pd]. The product is [CH3:14][O:15][C:16](=[O:29])[C:17]1[CH:22]=[C:21]([N:23]([CH3:27])[CH2:24][CH2:25][CH3:26])[N:20]=[C:19]([NH:5][S:2]([CH3:1])(=[O:4])=[O:3])[CH:18]=1. The yield is 0.880.